Dataset: TCR-epitope binding with 47,182 pairs between 192 epitopes and 23,139 TCRs. Task: Binary Classification. Given a T-cell receptor sequence (or CDR3 region) and an epitope sequence, predict whether binding occurs between them. (1) The epitope is IPRRNVATL. The TCR CDR3 sequence is CASSLEGGQVGYEQYF. Result: 1 (the TCR binds to the epitope). (2) The epitope is WICLLQFAY. The TCR CDR3 sequence is CASGLATNEKLFF. Result: 1 (the TCR binds to the epitope). (3) The epitope is VLAWLYAAV. The TCR CDR3 sequence is CASSLFQGSGTEAFF. Result: 0 (the TCR does not bind to the epitope). (4) The TCR CDR3 sequence is CASSQEGMGLGDTQYF. The epitope is EEHVQIHTI. Result: 0 (the TCR does not bind to the epitope). (5) The epitope is ATDALMTGY. The TCR CDR3 sequence is CAISEGAMGNQPQHF. Result: 1 (the TCR binds to the epitope).